The task is: Regression. Given two drug SMILES strings and cell line genomic features, predict the synergy score measuring deviation from expected non-interaction effect.. This data is from NCI-60 drug combinations with 297,098 pairs across 59 cell lines. (1) Drug 1: CC1=C(C(CCC1)(C)C)C=CC(=CC=CC(=CC(=O)O)C)C. Synergy scores: CSS=3.00, Synergy_ZIP=2.02, Synergy_Bliss=5.15, Synergy_Loewe=1.65, Synergy_HSA=0.641. Cell line: SK-MEL-28. Drug 2: COCCOC1=C(C=C2C(=C1)C(=NC=N2)NC3=CC=CC(=C3)C#C)OCCOC.Cl. (2) Drug 1: CC=C1C(=O)NC(C(=O)OC2CC(=O)NC(C(=O)NC(CSSCCC=C2)C(=O)N1)C(C)C)C(C)C. Drug 2: CC12CCC3C(C1CCC2OP(=O)(O)O)CCC4=C3C=CC(=C4)OC(=O)N(CCCl)CCCl.[Na+]. Cell line: MDA-MB-435. Synergy scores: CSS=34.3, Synergy_ZIP=-2.50, Synergy_Bliss=-1.59, Synergy_Loewe=-41.7, Synergy_HSA=-3.50.